From a dataset of NCI-60 drug combinations with 297,098 pairs across 59 cell lines. Regression. Given two drug SMILES strings and cell line genomic features, predict the synergy score measuring deviation from expected non-interaction effect. (1) Drug 1: CC12CCC(CC1=CCC3C2CCC4(C3CC=C4C5=CN=CC=C5)C)O. Drug 2: CC12CCC3C(C1CCC2=O)CC(=C)C4=CC(=O)C=CC34C. Cell line: EKVX. Synergy scores: CSS=31.7, Synergy_ZIP=1.53, Synergy_Bliss=-1.93, Synergy_Loewe=-10.9, Synergy_HSA=-2.56. (2) Drug 1: CCCCCOC(=O)NC1=NC(=O)N(C=C1F)C2C(C(C(O2)C)O)O. Drug 2: C(CC(=O)O)C(=O)CN.Cl. Cell line: HL-60(TB). Synergy scores: CSS=0.601, Synergy_ZIP=0.310, Synergy_Bliss=-0.470, Synergy_Loewe=-2.89, Synergy_HSA=-2.82. (3) Drug 1: CCCCCOC(=O)NC1=NC(=O)N(C=C1F)C2C(C(C(O2)C)O)O. Drug 2: C1=NNC2=C1C(=O)NC=N2. Cell line: COLO 205. Synergy scores: CSS=5.90, Synergy_ZIP=-0.927, Synergy_Bliss=2.53, Synergy_Loewe=1.70, Synergy_HSA=0.692. (4) Cell line: A498. Drug 2: CCC1=C2CN3C(=CC4=C(C3=O)COC(=O)C4(CC)O)C2=NC5=C1C=C(C=C5)O. Drug 1: C1=CN(C(=O)N=C1N)C2C(C(C(O2)CO)O)O.Cl. Synergy scores: CSS=33.6, Synergy_ZIP=-1.33, Synergy_Bliss=3.39, Synergy_Loewe=-16.3, Synergy_HSA=6.32. (5) Drug 1: CC1C(C(CC(O1)OC2CC(OC(C2O)C)OC3=CC4=CC5=C(C(=O)C(C(C5)C(C(=O)C(C(C)O)O)OC)OC6CC(C(C(O6)C)O)OC7CC(C(C(O7)C)O)OC8CC(C(C(O8)C)O)(C)O)C(=C4C(=C3C)O)O)O)O. Drug 2: CC12CCC3C(C1CCC2O)C(CC4=C3C=CC(=C4)O)CCCCCCCCCS(=O)CCCC(C(F)(F)F)(F)F. Cell line: A549. Synergy scores: CSS=76.5, Synergy_ZIP=3.15, Synergy_Bliss=1.15, Synergy_Loewe=-24.1, Synergy_HSA=0.468. (6) Drug 1: CC1OCC2C(O1)C(C(C(O2)OC3C4COC(=O)C4C(C5=CC6=C(C=C35)OCO6)C7=CC(=C(C(=C7)OC)O)OC)O)O. Drug 2: CNC(=O)C1=NC=CC(=C1)OC2=CC=C(C=C2)NC(=O)NC3=CC(=C(C=C3)Cl)C(F)(F)F. Cell line: SR. Synergy scores: CSS=88.1, Synergy_ZIP=6.36, Synergy_Bliss=5.52, Synergy_Loewe=4.57, Synergy_HSA=7.57. (7) Drug 1: CN(C)C1=NC(=NC(=N1)N(C)C)N(C)C. Drug 2: C1CN(P(=O)(OC1)NCCCl)CCCl. Cell line: NCI/ADR-RES. Synergy scores: CSS=1.78, Synergy_ZIP=1.15, Synergy_Bliss=4.44, Synergy_Loewe=2.33, Synergy_HSA=2.18. (8) Drug 1: CC(CN1CC(=O)NC(=O)C1)N2CC(=O)NC(=O)C2. Drug 2: C1CCC(CC1)NC(=O)N(CCCl)N=O. Cell line: IGROV1. Synergy scores: CSS=38.7, Synergy_ZIP=-5.25, Synergy_Bliss=3.31, Synergy_Loewe=6.41, Synergy_HSA=7.92.